This data is from Reaction yield outcomes from USPTO patents with 853,638 reactions. The task is: Predict the reaction yield, written as a fraction of the theoretical maximum amount of product (1.0 means a 100% yield; for example, 0.34 means a 34% yield). The reactants are [C:1]([C:3]1[CH:8]=[CH:7][C:6]([C@@H:9]2[C:14]([C:15]#[N:16])=[C:13]([CH3:17])[N:12]([C:18]3[CH:23]=[CH:22][CH:21]=[C:20]([C:24]([F:27])([F:26])[F:25])[CH:19]=3)[C:11](=[O:28])[NH:10]2)=[C:5]([S:29]([CH3:32])(=[O:31])=[O:30])[CH:4]=1)#[N:2].[H-].[Na+].[CH2:35]([S:37](Cl)(=[O:39])=[O:38])[CH3:36]. No catalyst specified. The product is [C:1]([C:3]1[CH:8]=[CH:7][C:6]([C@@H:9]2[C:14]([C:15]#[N:16])=[C:13]([CH3:17])[N:12]([C:18]3[CH:23]=[CH:22][CH:21]=[C:20]([C:24]([F:27])([F:26])[F:25])[CH:19]=3)[C:11](=[O:28])[N:10]2[S:37]([CH2:35][CH3:36])(=[O:39])=[O:38])=[C:5]([S:29]([CH3:32])(=[O:31])=[O:30])[CH:4]=1)#[N:2]. The yield is 0.830.